Dataset: Peptide-MHC class II binding affinity with 134,281 pairs from IEDB. Task: Regression. Given a peptide amino acid sequence and an MHC pseudo amino acid sequence, predict their binding affinity value. This is MHC class II binding data. (1) The peptide sequence is FDPKGATISATPESA. The MHC is HLA-DQA10301-DQB10302 with pseudo-sequence HLA-DQA10301-DQB10302. The binding affinity (normalized) is 0.533. (2) The peptide sequence is GFEMIWDPNGWTDTDS. The MHC is DRB1_0401 with pseudo-sequence DRB1_0401. The binding affinity (normalized) is 0.361. (3) The peptide sequence is LPQILAECARRRLRT. The MHC is DRB3_0301 with pseudo-sequence DRB3_0301. The binding affinity (normalized) is 0.719. (4) The peptide sequence is GLCAFLATRIFGRRS. The MHC is DRB1_0801 with pseudo-sequence DRB1_0801. The binding affinity (normalized) is 0.478. (5) The peptide sequence is IEAAASAIQGNVTSI. The MHC is HLA-DPA10301-DPB10402 with pseudo-sequence HLA-DPA10301-DPB10402. The binding affinity (normalized) is 0.186. (6) The peptide sequence is SAAVKDERAVHADMG. The MHC is DRB5_0101 with pseudo-sequence DRB5_0101. The binding affinity (normalized) is 0.356. (7) The peptide sequence is INVGFKAAVAAAAGV. The MHC is DRB3_0101 with pseudo-sequence DRB3_0101. The binding affinity (normalized) is 0.176. (8) The peptide sequence is LQSLGADIASEQAVL. The MHC is DRB3_0202 with pseudo-sequence DRB3_0202. The binding affinity (normalized) is 0.274.